From a dataset of Full USPTO retrosynthesis dataset with 1.9M reactions from patents (1976-2016). Predict the reactants needed to synthesize the given product. (1) Given the product [Cl:1][C:2]1[CH:10]=[CH:9][C:8]([C:11]2[N:12]([C:22]([O:24][C:25]([CH3:28])([CH3:26])[CH3:27])=[O:23])[C:13]3[C:18]([CH:19]=2)=[CH:17][C:16]([CH2:20][NH:30][CH2:31][CH:32]([OH:34])[CH3:33])=[CH:15][CH:14]=3)=[C:7]2[C:3]=1[CH2:4][NH:5][C:6]2=[O:29], predict the reactants needed to synthesize it. The reactants are: [Cl:1][C:2]1[CH:10]=[CH:9][C:8]([C:11]2[N:12]([C:22]([O:24][C:25]([CH3:28])([CH3:27])[CH3:26])=[O:23])[C:13]3[C:18]([CH:19]=2)=[CH:17][C:16]([CH:20]=O)=[CH:15][CH:14]=3)=[C:7]2[C:3]=1[CH2:4][NH:5][C:6]2=[O:29].[NH2:30][CH2:31][CH:32]([OH:34])[CH3:33].C(O[BH-](OC(=O)C)OC(=O)C)(=O)C.[Na+]. (2) The reactants are: S(Cl)([Cl:3])=O.[CH3:5][C:6]1[O:10][C:9]([C:11]2[CH:16]=[CH:15][CH:14]=[CH:13][CH:12]=2)=[N:8][C:7]=1[CH2:17][O:18][C:19]1[CH:24]=[C:23]([CH2:25]O)[CH:22]=[CH:21][N:20]=1. Given the product [Cl:3][CH2:25][C:23]1[CH:22]=[CH:21][N:20]=[C:19]([O:18][CH2:17][C:7]2[N:8]=[C:9]([C:11]3[CH:16]=[CH:15][CH:14]=[CH:13][CH:12]=3)[O:10][C:6]=2[CH3:5])[CH:24]=1, predict the reactants needed to synthesize it.